This data is from NCI-60 drug combinations with 297,098 pairs across 59 cell lines. The task is: Regression. Given two drug SMILES strings and cell line genomic features, predict the synergy score measuring deviation from expected non-interaction effect. (1) Drug 1: C1CCC(CC1)NC(=O)N(CCCl)N=O. Drug 2: COC1=C2C(=CC3=C1OC=C3)C=CC(=O)O2. Cell line: K-562. Synergy scores: CSS=21.3, Synergy_ZIP=-1.09, Synergy_Bliss=3.78, Synergy_Loewe=-2.22, Synergy_HSA=2.87. (2) Drug 1: CNC(=O)C1=NC=CC(=C1)OC2=CC=C(C=C2)NC(=O)NC3=CC(=C(C=C3)Cl)C(F)(F)F. Drug 2: CN1C2=C(C=C(C=C2)N(CCCl)CCCl)N=C1CCCC(=O)O.Cl. Cell line: NCI-H322M. Synergy scores: CSS=-2.62, Synergy_ZIP=2.86, Synergy_Bliss=0.831, Synergy_Loewe=0.154, Synergy_HSA=-0.393. (3) Drug 1: CC1=C(N=C(N=C1N)C(CC(=O)N)NCC(C(=O)N)N)C(=O)NC(C(C2=CN=CN2)OC3C(C(C(C(O3)CO)O)O)OC4C(C(C(C(O4)CO)O)OC(=O)N)O)C(=O)NC(C)C(C(C)C(=O)NC(C(C)O)C(=O)NCCC5=NC(=CS5)C6=NC(=CS6)C(=O)NCCC[S+](C)C)O. Drug 2: CC(C)NC(=O)C1=CC=C(C=C1)CNNC.Cl. Cell line: SF-295. Synergy scores: CSS=43.0, Synergy_ZIP=-0.403, Synergy_Bliss=-1.96, Synergy_Loewe=-30.2, Synergy_HSA=-2.67. (4) Drug 1: CN(CC1=CN=C2C(=N1)C(=NC(=N2)N)N)C3=CC=C(C=C3)C(=O)NC(CCC(=O)O)C(=O)O. Drug 2: C1=NC2=C(N=C(N=C2N1C3C(C(C(O3)CO)O)F)Cl)N. Cell line: MOLT-4. Synergy scores: CSS=28.1, Synergy_ZIP=0.243, Synergy_Bliss=0.833, Synergy_Loewe=-33.2, Synergy_HSA=-3.07.